From a dataset of Catalyst prediction with 721,799 reactions and 888 catalyst types from USPTO. Predict which catalyst facilitates the given reaction. (1) Reactant: Br[C:2]1[CH:10]=[CH:9][C:8]([O:11][CH3:12])=[CH:7][C:3]=1[C:4]([OH:6])=[O:5].C([Li])CCC.[F:18][C:19]([F:26])([F:25])[C:20](OCC)=[O:21].O. Product: [CH3:12][O:11][C:8]1[CH:9]=[CH:10][C:2]([C:20](=[O:21])[C:19]([F:26])([F:25])[F:18])=[C:3]([CH:7]=1)[C:4]([OH:6])=[O:5]. The catalyst class is: 134. (2) Reactant: C([O:8][C:9](=[O:46])[CH2:10][C@@H:11]([N:29]1[CH:33]=[CH:32][C:31]([C:34]2[CH:39]=[CH:38][C:37]([C:40]3[CH:45]=[CH:44][N:43]=[CH:42][CH:41]=3)=[CH:36][CH:35]=2)=[CH:30]1)[C:12]([NH:14][C@H:15]([C:20](=[O:28])[NH:21][C:22]1[CH:27]=[CH:26][N:25]=[CH:24][CH:23]=1)[C:16]([CH3:19])([CH3:18])[CH3:17])=[O:13])C1C=CC=CC=1.CC(O)=O. Product: [CH3:17][C:16]([CH3:19])([CH3:18])[C@H:15]([NH:14][C:12](=[O:13])[C@H:11]([N:29]1[CH:33]=[CH:32][C:31]([C:34]2[CH:39]=[CH:38][C:37]([C:40]3[CH:41]=[CH:42][N:43]=[CH:44][CH:45]=3)=[CH:36][CH:35]=2)=[CH:30]1)[CH2:10][C:9]([OH:46])=[O:8])[C:20](=[O:28])[NH:21][C:22]1[CH:27]=[CH:26][N:25]=[CH:24][CH:23]=1. The catalyst class is: 14. (3) Reactant: C[N:2]1CCNCC1C1C=CC(N)=CC=1.O[C:16]1[C:24]2N=N[NH:21][C:20]=2[CH:19]=[CH:18][CH:17]=1.Cl.CN(C)CCCN=C=NCC.[CH2:37]([N:39]([CH2:42][CH3:43])[CH2:40][CH3:41])C.[N+:44]([C:47]1[CH:52]=[CH:51][C:50]([CH2:53][CH2:54][CH2:55][C:56]([OH:58])=O)=[CH:49][CH:48]=1)([O-:46])=[O:45]. Product: [N+:44]([C:47]1[CH:52]=[CH:51][C:50]([CH2:53][CH2:54][CH2:55][C:56]([NH:2][C:17]2[CH:16]=[CH:24][C:20]([N:21]3[CH2:43][CH2:42][N:39]([CH3:37])[CH2:40][CH2:41]3)=[CH:19][CH:18]=2)=[O:58])=[CH:49][CH:48]=1)([O-:46])=[O:45]. The catalyst class is: 46. (4) Reactant: [C:1]([O:5][C:6](=[O:24])[N:7]([CH2:18][CH2:19][S:20]([CH3:23])(=[O:22])=[O:21])[CH2:8][C:9]1[CH:14]=[CH:13][C:12]([N+:15]([O-])=O)=[CH:11][N:10]=1)([CH3:4])([CH3:3])[CH3:2]. Product: [C:1]([O:5][C:6](=[O:24])[N:7]([CH2:8][C:9]1[CH:14]=[CH:13][C:12]([NH2:15])=[CH:11][N:10]=1)[CH2:18][CH2:19][S:20]([CH3:23])(=[O:21])=[O:22])([CH3:4])([CH3:2])[CH3:3]. The catalyst class is: 19. (5) Reactant: [C:1]([O:5][C:6]([N:8]1[CH2:13][CH:12]=[C:11]([C:14]2[CH:19]=[CH:18][C:17]([C:20]#N)=[CH:16][C:15]=2[C:22]([F:25])([F:24])[F:23])[CH2:10][CH2:9]1)=[O:7])([CH3:4])([CH3:3])[CH3:2].[OH2:26].[OH-:27].[Na+]. Product: [C:1]([O:5][C:6]([N:8]1[CH2:13][CH:12]=[C:11]([C:14]2[CH:19]=[CH:18][C:17]([C:20]([OH:27])=[O:26])=[CH:16][C:15]=2[C:22]([F:25])([F:24])[F:23])[CH2:10][CH2:9]1)=[O:7])([CH3:4])([CH3:3])[CH3:2]. The catalyst class is: 8. (6) Reactant: [Cl:1][C:2]1[C:3]([O:12][C:13]2[CH:18]=[CH:17][CH:16]=[C:15]([Cl:19])[C:14]=2[Cl:20])=[CH:4][C:5]2[N:9]=[C:8]([SH:10])[NH:7][C:6]=2[CH:11]=1.[S:21]([O:26]C)(O[CH3:25])(=[O:23])=[O:22]. Product: [CH3:25][S:10][C:8]1[NH:9][C:5]2[CH:4]=[C:3]([O:12][C:13]3[CH:18]=[CH:17][CH:16]=[C:15]([Cl:19])[C:14]=3[Cl:20])[C:2]([Cl:1])=[CH:11][C:6]=2[N:7]=1.[CH3:2][S:21]([O-:26])(=[O:23])=[O:22]. The catalyst class is: 5.